This data is from Full USPTO retrosynthesis dataset with 1.9M reactions from patents (1976-2016). The task is: Predict the reactants needed to synthesize the given product. (1) Given the product [CH3:17][C:18]1[CH:26]=[CH:25][CH:24]=[C:23]([CH3:27])[C:19]=1[C:20]([O:1][C:2]1[CH:7]=[CH:6][CH:5]=[C:4]([C:8](=[O:10])[CH3:9])[CH:3]=1)=[O:21], predict the reactants needed to synthesize it. The reactants are: [OH:1][C:2]1[CH:3]=[C:4]([C:8](=[O:10])[CH3:9])[CH:5]=[CH:6][CH:7]=1.N1C=CC=CC=1.[CH3:17][C:18]1[CH:26]=[CH:25][CH:24]=[C:23]([CH3:27])[C:19]=1[C:20](Cl)=[O:21]. (2) Given the product [CH3:37][O:38][C:39]1[CH:46]=[CH:45][C:42]([CH2:43][N:20]2[CH2:21][CH2:22][CH:17]([NH:16][C:9]3[CH:10]=[C:11]([C:12]([F:14])([F:15])[F:13])[C:6]([C:5]([NH2:30])=[O:23])=[CH:7][N:8]=3)[CH2:18][CH2:19]2)=[CH:41][C:40]=1[O:47][CH2:48][CH2:49][CH3:50], predict the reactants needed to synthesize it. The reactants are: Cl.Cl.CO[C:5](=[O:23])[C:6]1[C:11]([C:12]([F:15])([F:14])[F:13])=[CH:10][C:9]([NH:16][CH:17]2[CH2:22][CH2:21][NH:20][CH2:19][CH2:18]2)=[N:8][CH:7]=1.C(O)(=O)C.C([N:30](C(C)C)C(C)C)C.[CH3:37][O:38][C:39]1[CH:46]=[CH:45][C:42]([CH:43]=O)=[CH:41][C:40]=1[O:47][CH2:48][CH2:49][CH3:50].C([BH3-])#N.[Na+].[C-]#N.[K+].[NH4+].[OH-]. (3) Given the product [NH2:2][CH2:1][C:3]1[CH:4]=[CH:5][C:6]([C:9]2[CH:14]=[CH:13][C:12]([NH:15][C:16](=[O:37])[C:17]([N:19]([CH2:20][C:21]3[CH:26]=[CH:25][CH:24]=[C:23]([C:27](=[NH:28])[NH2:31])[CH:22]=3)[CH2:33][CH:34]([CH3:36])[CH3:35])=[O:18])=[CH:11][CH:10]=2)=[CH:7][CH:8]=1, predict the reactants needed to synthesize it. The reactants are: [C:1]([C:3]1[CH:8]=[CH:7][C:6]([C:9]2[CH:14]=[CH:13][C:12]([NH:15][C:16](=[O:37])[C:17]([N:19]([CH2:33][CH:34]([CH3:36])[CH3:35])[CH2:20][C:21]3[CH:26]=[CH:25][CH:24]=[C:23]([C:27]4[N:31]=C(C)O[N:28]=4)[CH:22]=3)=[O:18])=[CH:11][CH:10]=2)=[CH:5][CH:4]=1)#[N:2]. (4) Given the product [Br:71][C:67]1[CH:66]=[C:61]([CH:60]=[C:59]([NH:57][CH2:53][CH2:54][CH2:55][CH3:56])[C:68]=1[O:69][CH3:70])[C:62]([O:64][CH3:65])=[O:63], predict the reactants needed to synthesize it. The reactants are: C1C=CC(P(C2C(C3C(P(C4C=CC=CC=4)C4C=CC=CC=4)=CC=C4C=3C=CC=C4)=C3C(C=CC=C3)=CC=2)C2C=CC=CC=2)=CC=1.C(=O)([O-])[O-].[Cs+].[Cs+].[CH2:53]([NH2:57])[CH2:54][CH2:55][CH3:56].Br[C:59]1[CH:60]=[C:61]([CH:66]=[C:67]([Br:71])[C:68]=1[O:69][CH3:70])[C:62]([O:64][CH3:65])=[O:63].